Dataset: Reaction yield outcomes from USPTO patents with 853,638 reactions. Task: Predict the reaction yield, written as a fraction of the theoretical maximum amount of product (1.0 means a 100% yield; for example, 0.34 means a 34% yield). (1) The reactants are [OH-].[Li+].[CH3:3][C:4]1[CH:13]=[C:12]([CH3:14])[C:11]2[CH2:10][CH2:9][CH2:8][CH2:7][C:6]=2[C:5]=1[N:15]1[C:19]([C:20]([F:23])([F:22])[F:21])=[N:18][N:17]=[C:16]1[S:24][CH2:25][C:26]([O:28]CC)=[O:27]. The catalyst is C1COCC1.CO.O. The product is [CH3:3][C:4]1[CH:13]=[C:12]([CH3:14])[C:11]2[CH2:10][CH2:9][CH2:8][CH2:7][C:6]=2[C:5]=1[N:15]1[C:19]([C:20]([F:22])([F:21])[F:23])=[N:18][N:17]=[C:16]1[S:24][CH2:25][C:26]([OH:28])=[O:27]. The yield is 0.980. (2) The reactants are [C:1]1([C:7](=O)[CH2:8][C:9]2[CH:14]=[N:13][CH:12]=[CH:11][N:10]=2)[CH:6]=[CH:5][CH:4]=[CH:3][CH:2]=1.[CH2:16]([O:18][C:19]1[CH:20]=[C:21]([CH:24]=[C:25]([N+:28]([O-:30])=[O:29])[C:26]=1[OH:27])[CH:22]=O)[CH3:17].[NH2:31][C:32]([NH2:34])=[O:33].Cl. The catalyst is C(O)C. The product is [CH2:16]([O:18][C:19]1[CH:20]=[C:21]([CH:22]2[C:8]([C:9]3[CH:14]=[N:13][CH:12]=[CH:11][N:10]=3)=[C:7]([C:1]3[CH:6]=[CH:5][CH:4]=[CH:3][CH:2]=3)[NH:34][C:32](=[O:33])[NH:31]2)[CH:24]=[C:25]([N+:28]([O-:30])=[O:29])[C:26]=1[OH:27])[CH3:17]. The yield is 0.219. (3) The reactants are [CH3:1][N:2]1[CH2:7][CH2:6][N:5]([CH2:8][CH2:9]C23C=CC=CC2C(NC3=O)=O)[C:4](=[O:21])[C:3]1=[O:22].O.[NH2:24]N.O.[ClH:27]. The catalyst is C(O)C. The product is [ClH:27].[NH2:24][CH2:9][CH2:8][N:5]1[CH2:6][CH2:7][N:2]([CH3:1])[C:3](=[O:22])[C:4]1=[O:21]. The yield is 0.850. (4) The reactants are [N+:1]([C:4]1[CH:5]=[C:6]2[C:11](=[CH:12][CH:13]=1)[N:10]=[C:9]([O:14]C(=O)C)[CH:8]=[CH:7]2)([O-:3])=[O:2].C([O-])([O-])=O.[K+].[K+]. The product is [N+:1]([C:4]1[CH:5]=[C:6]2[C:11](=[CH:12][CH:13]=1)[NH:10][C:9](=[O:14])[CH:8]=[CH:7]2)([O-:3])=[O:2]. The catalyst is CO. The yield is 0.940. (5) The reactants are CS(O[CH:6]([CH2:13][CH3:14])[CH2:7][C:8]1[CH:12]=[CH:11][S:10][CH:9]=1)(=O)=O.[OH-].[NH4+:16].N.CC(O)C. No catalyst specified. The product is [S:10]1[CH:11]=[CH:12][C:8]([CH2:7][CH:6]([NH2:16])[CH2:13][CH3:14])=[CH:9]1. The yield is 0.470.